From a dataset of Forward reaction prediction with 1.9M reactions from USPTO patents (1976-2016). Predict the product of the given reaction. (1) The product is: [ClH:1].[C:8]([C:10]1([C:23]2[CH:28]=[CH:27][CH:26]=[CH:25][C:24]=2[CH2:29][CH2:30][C:31]([O:33][CH2:34][CH3:35])=[O:32])[CH2:15][CH2:14][NH:13][CH2:12][CH2:11]1)#[N:9]. Given the reactants [ClH:1].O1CCOCC1.[C:8]([C:10]1([C:23]2[CH:28]=[CH:27][CH:26]=[CH:25][C:24]=2[CH2:29][CH2:30][C:31]([O:33][CH2:34][CH3:35])=[O:32])[CH2:15][CH2:14][N:13](C(OC(C)(C)C)=O)[CH2:12][CH2:11]1)#[N:9], predict the reaction product. (2) Given the reactants Br[C:2]1[C:3]([NH:9][C@@H:10]([C:12]2[CH:17]=[CH:16][CH:15]=[CH:14][CH:13]=2)[CH3:11])=[N:4][C:5]([Cl:8])=[N:6][CH:7]=1.[C:18]([O:23][CH3:24])(=[O:22])[C:19]#[C:20][CH3:21].[Cl-].[Li+].C(=O)([O-])[O-].[K+].[K+], predict the reaction product. The product is: [Cl:8][C:5]1[N:6]=[CH:7][C:2]2[C:19]([C:18]([O:23][CH3:24])=[O:22])=[C:20]([CH3:21])[N:9]([C@@H:10]([C:12]3[CH:17]=[CH:16][CH:15]=[CH:14][CH:13]=3)[CH3:11])[C:3]=2[N:4]=1. (3) The product is: [CH3:36][C:28]1[CH:29]=[C:30]([C:33](=[O:34])[NH:63][CH2:62][CH2:61][O:60][CH2:59][CH2:58][O:57][CH2:56][CH2:55][O:54][CH2:53][CH2:52][O:51][CH3:50])[CH:31]=[CH:32][C:27]=1[C:24]1[CH:25]=[CH:26][C:21]([CH2:20][C@H:19]([NH:18][C:16]([C@H:13]2[CH2:12][CH2:11][C@H:10]([CH2:9][NH:8][C:6](=[O:7])[O:5][C:1]([CH3:3])([CH3:2])[CH3:4])[CH2:15][CH2:14]2)=[O:17])[C:37](=[O:49])[NH:38][C:39]2[CH:47]=[C:46]3[C:42]([C:43](=[O:48])[NH:44][NH:45]3)=[CH:41][CH:40]=2)=[CH:22][CH:23]=1. Given the reactants [C:1]([O:5][C:6]([NH:8][CH2:9][C@H:10]1[CH2:15][CH2:14][C@H:13]([C:16]([NH:18][C@H:19]([C:37](=[O:49])[NH:38][C:39]2[CH:47]=[C:46]3[C:42]([C:43](=[O:48])[NH:44][NH:45]3)=[CH:41][CH:40]=2)[CH2:20][C:21]2[CH:26]=[CH:25][C:24]([C:27]3[CH:32]=[CH:31][C:30]([C:33](O)=[O:34])=[CH:29][C:28]=3[CH3:36])=[CH:23][CH:22]=2)=[O:17])[CH2:12][CH2:11]1)=[O:7])([CH3:4])([CH3:3])[CH3:2].[CH3:50][O:51][CH2:52][CH2:53][O:54][CH2:55][CH2:56][O:57][CH2:58][CH2:59][O:60][CH2:61][CH2:62][NH2:63].F[P-](F)(F)(F)(F)F.CN(C(ON1C2=NC=CC=C2N=N1)=[N+](C)C)C.C(N(CC)C(C)C)(C)C, predict the reaction product. (4) Given the reactants [Br-].[Br:2][C:3]1[C:8]([CH2:9][P+](C2C=CC=CC=2)(C2C=CC=CC=2)C2C=CC=CC=2)=[C:7]([OH:29])[C:6]([O:30][CH3:31])=[CH:5][CH:4]=1.[F:32][C:33]([F:44])([F:43])[C:34](O[C:34](=O)[C:33]([F:44])([F:43])[F:32])=O.C(N(CC)CC)C.O, predict the reaction product. The product is: [Br:2][C:3]1[C:8]2[CH:9]=[C:34]([C:33]([F:44])([F:43])[F:32])[O:29][C:7]=2[C:6]([O:30][CH3:31])=[CH:5][CH:4]=1. (5) Given the reactants [Br:1][C:2]1[CH:10]=[CH:9][C:5]([C:6](Cl)=[O:7])=[C:4]([F:11])[CH:3]=1.[CH3:12][OH:13], predict the reaction product. The product is: [Br:1][C:2]1[CH:10]=[CH:9][C:5]([C:6]([O:13][CH3:12])=[O:7])=[C:4]([F:11])[CH:3]=1. (6) The product is: [Cl:21][C:10]1[N:11]=[N:12][C:7]([C:2]2[CH:3]=[CH:4][CH:5]=[CH:6][N:1]=2)=[CH:8][CH:9]=1. Given the reactants [N:1]1[CH:6]=[CH:5][CH:4]=[CH:3][C:2]=1[C:7]1[CH:8]=[CH:9][C:10](=O)[NH:11][N:12]=1.C([O-])(O)=O.[Na+].P(Cl)(Cl)([Cl:21])=O, predict the reaction product. (7) Given the reactants [CH2:1]([O:3][P:4]([CH2:9][CH2:10][CH2:11][CH2:12][CH2:13][CH2:14][CH2:15][CH2:16][CH2:17][CH:18]=[CH2:19])(=O)[O:5]CC)[CH3:2].C(Cl)(=O)C([Cl:23])=O, predict the reaction product. The product is: [CH2:9]([P:4]([Cl:23])(=[O:5])[O:3][CH2:1][CH3:2])[CH2:10][CH2:11][CH2:12][CH2:13][CH2:14][CH2:15][CH2:16][CH2:17][CH:18]=[CH2:19].